From a dataset of Full USPTO retrosynthesis dataset with 1.9M reactions from patents (1976-2016). Predict the reactants needed to synthesize the given product. (1) Given the product [O:1]=[C:2]([C:9]1[O:10][C:11]([C:14]2[CH:19]=[CH:18][CH:17]=[CH:16][N:15]=2)=[CH:12][N:13]=1)[CH2:3][CH2:4][CH2:5][CH2:6][C:7]#[C:8][C:21]1[CH:26]=[CH:25][CH:24]=[CH:23][N:22]=1, predict the reactants needed to synthesize it. The reactants are: [O:1]=[C:2]([C:9]1[O:10][C:11]([C:14]2[CH:19]=[CH:18][CH:17]=[CH:16][N:15]=2)=[CH:12][N:13]=1)[CH2:3][CH2:4][CH2:5][CH2:6][C:7]#[CH:8].I[C:21]1[CH:26]=[CH:25][CH:24]=[CH:23][N:22]=1. (2) Given the product [F:22][C:21]([F:23])([F:24])[O:20][C:17]1[CH:16]=[CH:15][C:14]([NH:13][CH2:12][C@@H:11]([NH2:10])[CH3:25])=[CH:19][CH:18]=1, predict the reactants needed to synthesize it. The reactants are: C(OC(=O)[NH:10][C@@H:11]([CH3:25])[CH2:12][NH:13][C:14]1[CH:19]=[CH:18][C:17]([O:20][C:21]([F:24])([F:23])[F:22])=[CH:16][CH:15]=1)C1C=CC=CC=1. (3) Given the product [CH:1]1([O:2][C:3](=[O:15])[C@H:4]([CH3:14])[NH:5][C:6]2[CH:11]=[CH:10][C:9]([Cl:12])=[C:8]([Cl:13])[CH:7]=2)[CH2:18][CH2:17][CH2:16][CH2:20]1, predict the reactants needed to synthesize it. The reactants are: [CH3:1][O:2][C:3](=[O:15])[C@H:4]([CH3:14])[NH:5][C:6]1[CH:11]=[CH:10][C:9]([Cl:12])=[C:8]([Cl:13])[CH:7]=1.[CH:16]1(O)[CH2:20]C[CH2:18][CH2:17]1. (4) Given the product [CH3:1][O:2][C:3]1[CH:8]=[CH:7][C:6]([N:9]2[C:13]3([CH2:18][CH2:17][N:16]([C:30]([O:32][C:33]([CH3:36])([CH3:35])[CH3:34])=[O:31])[CH2:15][CH2:14]3)[C:12](=[O:19])[NH:11][CH2:10]2)=[CH:5][CH:4]=1, predict the reactants needed to synthesize it. The reactants are: [CH3:1][O:2][C:3]1[CH:8]=[CH:7][C:6]([N:9]2[C:13]3([CH2:18][CH2:17][NH:16][CH2:15][CH2:14]3)[C:12](=[O:19])[NH:11][CH2:10]2)=[CH:5][CH:4]=1.C(N(C(C)C)CCN)(C)C.[C:30](O[C:30]([O:32][C:33]([CH3:36])([CH3:35])[CH3:34])=[O:31])([O:32][C:33]([CH3:36])([CH3:35])[CH3:34])=[O:31]. (5) Given the product [F:1][C:2]1[CH:7]=[CH:6][C:5]([CH2:8][CH2:9][CH2:10][C:11]([NH2:15])=[O:13])=[CH:4][CH:3]=1, predict the reactants needed to synthesize it. The reactants are: [F:1][C:2]1[CH:7]=[CH:6][C:5]([CH2:8][CH2:9][CH2:10][C:11]([OH:13])=O)=[CH:4][CH:3]=1.C[N:15](C=O)C.C(Cl)(=O)C(Cl)=O. (6) Given the product [CH3:24][C:25]1[N:29]([CH:30]2[CH2:35][CH2:34][CH2:33][CH2:32][O:31]2)[N:28]=[C:27]([C:36]([F:39])([F:38])[F:37])[C:26]=1[C:40]1[N:13]([OH:14])[C:10]2[C:9]3[CH:15]=[CH:16][N:17]=[CH:18][C:8]=3[NH:7][C:6]3[N:1]=[CH:2][CH:3]=[CH:4][C:5]=3[C:11]=2[N:23]=1, predict the reactants needed to synthesize it. The reactants are: [N:1]1[C:6]2[NH:7][C:8]3[CH:18]=[N:17][CH:16]=[CH:15][C:9]=3/[C:10](=[N:13]/[OH:14])/[C:11](=O)[C:5]=2[CH:4]=[CH:3][CH:2]=1.C([O-])(=O)C.[NH4+:23].[CH3:24][C:25]1[N:29]([CH:30]2[CH2:35][CH2:34][CH2:33][CH2:32][O:31]2)[N:28]=[C:27]([C:36]([F:39])([F:38])[F:37])[C:26]=1[CH:40]=O.